Dataset: Reaction yield outcomes from USPTO patents with 853,638 reactions. Task: Predict the reaction yield, written as a fraction of the theoretical maximum amount of product (1.0 means a 100% yield; for example, 0.34 means a 34% yield). (1) The reactants are [CH2:1]([O:8][C:9]1[C:13]([CH2:14][OH:15])=[CH:12][N:11]([CH3:16])[N:10]=1)[C:2]1[CH:7]=[CH:6][CH:5]=[CH:4][CH:3]=1. The yield is 0.810. The catalyst is [O-2].[O-2].[Mn+4].O1CCCC1. The product is [CH2:1]([O:8][C:9]1[C:13]([CH:14]=[O:15])=[CH:12][N:11]([CH3:16])[N:10]=1)[C:2]1[CH:7]=[CH:6][CH:5]=[CH:4][CH:3]=1. (2) The yield is 0.750. The product is [OH:2][C:3]1[CH:12]=[CH:11][C:10]2[C:5](=[CH:6][CH:7]=[C:8]([C:13]3[CH:18]=[CH:17][CH:16]=[C:15]([OH:19])[CH:14]=3)[CH:9]=2)[C:4]=1[C:21]([NH:23][C:24]1[CH:29]=[CH:28][CH:27]=[C:26]([OH:30])[CH:25]=1)=[O:22]. No catalyst specified. The reactants are C[O:2][C:3]1[CH:12]=[CH:11][C:10]2[C:5](=[CH:6][CH:7]=[C:8]([C:13]3[CH:18]=[CH:17][CH:16]=[C:15]([O:19]C)[CH:14]=3)[CH:9]=2)[C:4]=1[C:21]([NH:23][C:24]1[CH:29]=[CH:28][CH:27]=[C:26]([O:30]C)[CH:25]=1)=[O:22].B(Br)(Br)Br. (3) The reactants are [O:1]=[C:2]1[CH2:6][CH2:5][CH2:4][N:3]1[C:7]1[CH:8]=[C:9]([CH:13]=[CH:14][CH:15]=1)[C:10]([OH:12])=O.C(Cl)(=O)C(Cl)=O.O1CCCC1.[NH2:27][C:28]1[CH:29]=[C:30]([CH:47]=[CH:48][CH:49]=1)[O:31][C:32]1[CH:33]=[CH:34][C:35]2[N:36]([CH:38]=[C:39]([NH:41][C:42]([CH:44]3[CH2:46][CH2:45]3)=[O:43])[N:40]=2)[N:37]=1. The catalyst is CN(C)C=O.CN1CCCC1=O. The product is [CH:44]1([C:42]([NH:41][C:39]2[N:40]=[C:35]3[CH:34]=[CH:33][C:32]([O:31][C:30]4[CH:29]=[C:28]([NH:27][C:10](=[O:12])[C:9]5[CH:13]=[CH:14][CH:15]=[C:7]([N:3]6[CH2:4][CH2:5][CH2:6][C:2]6=[O:1])[CH:8]=5)[CH:49]=[CH:48][CH:47]=4)=[N:37][N:36]3[CH:38]=2)=[O:43])[CH2:45][CH2:46]1. The yield is 0.700. (4) The reactants are C(OC([N:8]1[CH2:12][CH:11]([O:13][CH3:14])[CH:10]([N:15]2[CH:19]=[N:18][N:17]=[C:16]2[C:20]2[C:25]([NH:26][S:27]([C:30]3[CH:35]=[CH:34][C:33]([Cl:36])=[C:32]([C:37]([F:40])([F:39])[F:38])[CH:31]=3)(=[O:29])=[O:28])=[CH:24][C:23]([Cl:41])=[CH:22][N:21]=2)[CH2:9]1)=O)(C)(C)C.C(O)(C(F)(F)F)=O.C(Cl)Cl. No catalyst specified. The product is [Cl:36][C:33]1[CH:34]=[CH:35][C:30]([S:27]([NH:26][C:25]2[C:20]([C:16]3[N:15]([CH:10]4[CH:11]([O:13][CH3:14])[CH2:12][NH:8][CH2:9]4)[CH:19]=[N:18][N:17]=3)=[N:21][CH:22]=[C:23]([Cl:41])[CH:24]=2)(=[O:29])=[O:28])=[CH:31][C:32]=1[C:37]([F:39])([F:40])[F:38]. The yield is 1.00. (5) The reactants are [F:1][C:2]1[CH:3]=[C:4]([CH:15]=[CH:16][C:17]=1[CH3:18])[O:5][C:6]1[N:11]=[C:10]([NH:12][CH3:13])[C:9]([NH2:14])=[CH:8][CH:7]=1.[CH3:19][O:20][C:21]([C:23]1[CH:24]=[C:25]([CH:31]=[CH:32][CH:33]=1)[O:26][CH2:27][C:28](O)=[O:29])=[O:22].CCN=C=NCCCN(C)C.Cl.C1C=CC2N(O)N=NC=2C=1. The catalyst is C(Cl)Cl. The product is [F:1][C:2]1[CH:3]=[C:4]([CH:15]=[CH:16][C:17]=1[CH3:18])[O:5][C:6]1[N:11]=[C:10]([NH:12][CH3:13])[C:9]([NH:14][C:28](=[O:29])[CH2:27][O:26][C:25]2[CH:24]=[C:23]([CH:33]=[CH:32][CH:31]=2)[C:21]([O:20][CH3:19])=[O:22])=[CH:8][CH:7]=1. The yield is 0.790. (6) The reactants are [CH3:1][C:2]1[C:6]([CH2:7][CH2:8][CH2:9][OH:10])=[CH:5][N:4]([C:11]2[CH:16]=[CH:15][C:14]([C:17]([F:20])([F:19])[F:18])=[CH:13][N:12]=2)[N:3]=1.O[C:22]1[CH:27]=[CH:26][C:25]([CH2:28][CH2:29][C:30]([O:32]CC)=[O:31])=[CH:24][C:23]=1[O:35][CH3:36].C(P(CCCC)CCCC)CCC.N(C(N1CCCCC1)=O)=NC(N1CCCCC1)=O. The catalyst is O1CCCC1. The product is [CH3:36][O:35][C:23]1[CH:24]=[C:25]([CH2:28][CH2:29][C:30]([OH:32])=[O:31])[CH:26]=[CH:27][C:22]=1[O:10][CH2:9][CH2:8][CH2:7][C:6]1[C:2]([CH3:1])=[N:3][N:4]([C:11]2[CH:16]=[CH:15][C:14]([C:17]([F:19])([F:20])[F:18])=[CH:13][N:12]=2)[CH:5]=1. The yield is 0.750. (7) The reactants are [C:1]1([CH:11]=[CH:12][C:13]([O:15][CH2:16][CH3:17])=[O:14])[C:10]2[C:5](=[CH:6][CH:7]=[CH:8][CH:9]=2)[CH:4]=[CH:3][CH:2]=1.S([CH2:28][N+:29]#[C-:30])(C1C=CC(C)=CC=1)(=O)=O.CC(C)([O-])C.[K+].O. The catalyst is O1CCCC1.C(OCC)(=O)C.CCCCCC. The product is [CH2:16]([O:15][C:13]([C:12]1[C:11]([C:1]2[C:10]3[C:5](=[CH:6][CH:7]=[CH:8][CH:9]=3)[CH:4]=[CH:3][CH:2]=2)=[CH:30][NH:29][CH:28]=1)=[O:14])[CH3:17]. The yield is 0.770.